This data is from NCI-60 drug combinations with 297,098 pairs across 59 cell lines. The task is: Regression. Given two drug SMILES strings and cell line genomic features, predict the synergy score measuring deviation from expected non-interaction effect. Drug 1: C1=C(C(=O)NC(=O)N1)F. Drug 2: C1CNP(=O)(OC1)N(CCCl)CCCl. Cell line: A498. Synergy scores: CSS=41.0, Synergy_ZIP=-1.29, Synergy_Bliss=-11.6, Synergy_Loewe=-22.4, Synergy_HSA=-13.1.